Dataset: Full USPTO retrosynthesis dataset with 1.9M reactions from patents (1976-2016). Task: Predict the reactants needed to synthesize the given product. (1) The reactants are: Br[C:2]1[CH:3]=[C:4]([CH:22]=[CH:23][C:24]=1[CH3:25])[C:5]([NH:7][C:8]1[CH:13]=[CH:12][C:11]([CH2:14][N:15]([CH3:17])[CH3:16])=[C:10]([C:18]([F:21])([F:20])[F:19])[CH:9]=1)=[O:6].Br[C:27]1[CH:28]=[C:29]2[C:34](=[CH:35][CH:36]=1)[CH:33]=[N:32][N:31]=[CH:30]2.N. Given the product [CH3:16][N:15]([CH2:14][C:11]1[CH:12]=[CH:13][C:8]([NH:7][C:5](=[O:6])[C:4]2[CH:22]=[CH:23][C:24]([CH3:25])=[C:2]([C:27]3[CH:28]=[C:29]4[C:34](=[CH:35][CH:36]=3)[CH:33]=[N:32][N:31]=[CH:30]4)[CH:3]=2)=[CH:9][C:10]=1[C:18]([F:21])([F:20])[F:19])[CH3:17], predict the reactants needed to synthesize it. (2) Given the product [CH:19]1([NH:22][C:23](=[O:40])[C:24]2[CH:29]=[CH:28][C:27]([CH3:30])=[C:26]([C:2]3[CH:3]=[C:4]4[C:9](=[CH:10][CH:11]=3)[C:8]([C:12]3([C:15]([F:18])([F:17])[F:16])[CH2:14][CH2:13]3)=[N:7][N:6]=[CH:5]4)[CH:25]=2)[CH2:20][CH2:21]1, predict the reactants needed to synthesize it. The reactants are: Cl[C:2]1[CH:3]=[C:4]2[C:9](=[CH:10][CH:11]=1)[C:8]([C:12]1([C:15]([F:18])([F:17])[F:16])[CH2:14][CH2:13]1)=[N:7][N:6]=[CH:5]2.[CH:19]1([NH:22][C:23](=[O:40])[C:24]2[CH:29]=[CH:28][C:27]([CH3:30])=[C:26](B3OC(C)(C)C(C)(C)O3)[CH:25]=2)[CH2:21][CH2:20]1.P([O-])([O-])([O-])=O.[K+].[K+].[K+].CC(C1C=C(C(C)C)C(C2C=CC=CC=2P(C2CCCCC2)C2CCCCC2)=C(C(C)C)C=1)C. (3) Given the product [Cl:6][C:7]1[C:12]([I:13])=[CH:11][C:10]2[NH:14][C:3](=[S:5])[NH:15][C:9]=2[CH:8]=1, predict the reactants needed to synthesize it. The reactants are: [OH-].[K+].[C:3](=[S:5])=S.[Cl:6][C:7]1[CH:8]=[C:9]([NH2:15])[C:10]([NH2:14])=[CH:11][C:12]=1[I:13]. (4) Given the product [Si:19]([N:1]1[CH2:6][CH2:5][NH:4][CH2:3][CH2:2]1)([C:15]([CH3:18])([CH3:17])[CH3:16])([CH3:22])[CH3:21], predict the reactants needed to synthesize it. The reactants are: [NH:1]1[CH2:6][CH2:5][NH:4][CH2:3][CH2:2]1.C1(C)C(C)=CC=CC=1.[C:15]([Si:19]([CH3:22])([CH3:21])Cl)([CH3:18])([CH3:17])[CH3:16].[OH-].[Na+]. (5) Given the product [C:36]([N:30]1[CH2:35][CH2:34][N:33]([C:2]2[N:3]=[C:4]([N:15]([CH2:26][CH:27]3[CH2:29][CH2:28]3)[CH2:16][C:17]3[CH:18]=[CH:19][C:20]([O:23][CH2:24][CH3:25])=[CH:21][CH:22]=3)[C:5]3[CH2:10][N:9]([CH:11]([CH3:12])[CH3:13])[C:8](=[O:14])[C:6]=3[N:7]=2)[CH2:32][CH2:31]1)(=[O:38])[CH3:37], predict the reactants needed to synthesize it. The reactants are: Cl[C:2]1[N:3]=[C:4]([N:15]([CH2:26][CH:27]2[CH2:29][CH2:28]2)[CH2:16][C:17]2[CH:22]=[CH:21][C:20]([O:23][CH2:24][CH3:25])=[CH:19][CH:18]=2)[C:5]2[CH2:10][N:9]([CH:11]([CH3:13])[CH3:12])[C:8](=[O:14])[C:6]=2[N:7]=1.[N:30]1([C:36](=[O:38])[CH3:37])[CH2:35][CH2:34][NH:33][CH2:32][CH2:31]1.CCN(C(C)C)C(C)C. (6) Given the product [Cl:3][C:4]1[CH:5]=[C:6]([CH:10]([C:28]2[CH:29]=[CH:30][C:31]([Cl:34])=[CH:32][CH:33]=2)[N:11]2[CH2:14][CH:13]([CH:15]([C:20]3[CH:25]=[C:24]([F:26])[CH:23]=[C:22]([F:27])[CH:21]=3)[C:38]([CH3:39])([OH:37])[CH3:1])[CH2:12]2)[CH:7]=[CH:8][CH:9]=1, predict the reactants needed to synthesize it. The reactants are: [CH3:1][Li].[Cl:3][C:4]1[CH:5]=[C:6]([CH:10]([C:28]2[CH:33]=[CH:32][C:31]([Cl:34])=[CH:30][CH:29]=2)[N:11]2[CH2:14][CH:13]([CH:15]([C:20]3[CH:25]=[C:24]([F:26])[CH:23]=[C:22]([F:27])[CH:21]=3)C(OC)=O)[CH2:12]2)[CH:7]=[CH:8][CH:9]=1.CC[O:37][CH2:38][CH3:39]. (7) Given the product [C:1]1([CH3:36])[CH:2]=[CH:3][C:4]([N:7]2[C:11]([C:12]3[CH:17]=[CH:16][C:15]([CH3:18])=[CH:14][CH:13]=3)=[CH:10][C:9]([CH2:19][CH:20]([C:29]3[CH:30]=[C:31]([CH3:35])[CH:32]=[CH:33][CH:34]=3)[CH2:21][S:22]([C:24]3[NH:28][N:27]=[CH:26][N:25]=3)(=[O:41])=[O:23])=[N:8]2)=[CH:5][CH:6]=1, predict the reactants needed to synthesize it. The reactants are: [C:1]1([CH3:36])[CH:6]=[CH:5][C:4]([N:7]2[C:11]([C:12]3[CH:17]=[CH:16][C:15]([CH3:18])=[CH:14][CH:13]=3)=[CH:10][C:9]([CH2:19][CH:20]([C:29]3[CH:30]=[C:31]([CH3:35])[CH:32]=[CH:33][CH:34]=3)[CH2:21][S:22]([C:24]3[NH:28][N:27]=[CH:26][N:25]=3)=[O:23])=[N:8]2)=[CH:3][CH:2]=1.OO.C(O)(=[O:41])C.CO. (8) Given the product [C:12]([O:11][C:10]([C:9]1[C:1]2[C:1](=[C:9]([CH3:10])[CH:4]=[CH:3][CH:2]=2)[CH:2]=[CH:3][CH:4]=1)=[O:11])([CH3:8])([CH3:8])[CH3:12], predict the reactants needed to synthesize it. The reactants are: [CH2:1]([Li])[CH2:2][CH2:3][CH3:4].CI.[CH2:8]1[CH2:12][O:11][CH2:10][CH2:9]1.